From a dataset of Reaction yield outcomes from USPTO patents with 853,638 reactions. Predict the reaction yield, written as a fraction of the theoretical maximum amount of product (1.0 means a 100% yield; for example, 0.34 means a 34% yield). (1) The reactants are [CH3:1][N:2]1[CH:7]=[C:6](B2OC(C)(C)C(C)(C)O2)[CH:5]=[C:4]([NH:17][C:18]2[CH:23]=[CH:22][C:21]([N:24]3[CH2:29][CH2:28][N:27]([CH:30]4[CH2:33][O:32][CH2:31]4)[CH2:26][C@H:25]3[CH3:34])=[CH:20][N:19]=2)[C:3]1=[O:35].[C:36]([C:40]1[CH:41]=[C:42]2[C:47](=[C:48]([F:50])[CH:49]=1)[C:46](=[O:51])[N:45]([C:52]1[N:59]=[CH:58][CH:57]=[C:56](Cl)[C:53]=1[CH:54]=[O:55])[N:44]=[CH:43]2)([CH3:39])([CH3:38])[CH3:37].CC([O-])=O.[Na+].[O-]P([O-])([O-])=O.[K+].[K+].[K+]. The catalyst is C(#N)C.C1C=CC(P(C2C=CC=CC=2)[C-]2C=CC=C2)=CC=1.C1C=CC(P(C2C=CC=CC=2)[C-]2C=CC=C2)=CC=1.Cl[Pd]Cl.[Fe+2]. The product is [C:36]([C:40]1[CH:41]=[C:42]2[C:47](=[C:48]([F:50])[CH:49]=1)[C:46](=[O:51])[N:45]([C:52]1[N:59]=[CH:58][CH:57]=[C:56]([C:6]3[CH:5]=[C:4]([NH:17][C:18]4[CH:23]=[CH:22][C:21]([N:24]5[CH2:29][CH2:28][N:27]([CH:30]6[CH2:33][O:32][CH2:31]6)[CH2:26][C@H:25]5[CH3:34])=[CH:20][N:19]=4)[C:3](=[O:35])[N:2]([CH3:1])[CH:7]=3)[C:53]=1[CH:54]=[O:55])[N:44]=[CH:43]2)([CH3:39])([CH3:37])[CH3:38]. The yield is 0.340. (2) The reactants are [Si]([O:8][CH2:9][C:10]1([CH3:37])[S:16][CH2:15][CH2:14][N:13]2[C:17]([C:20]3([C:23]4[CH:28]=[CH:27][C:26]([C:29]5[CH:30]=[N:31][CH:32]=[CH:33][C:34]=5[O:35][CH3:36])=[CH:25][CH:24]=4)[CH2:22][CH2:21]3)=[N:18][N:19]=[C:12]2[CH2:11]1)(C(C)(C)C)(C)C.Cl. The yield is 0.760. The product is [CH3:36][O:35][C:34]1[CH:33]=[CH:32][N:31]=[CH:30][C:29]=1[C:26]1[CH:25]=[CH:24][C:23]([C:20]2([C:17]3[N:13]4[CH2:14][CH2:15][S:16][C:10]([CH2:9][OH:8])([CH3:37])[CH2:11][C:12]4=[N:19][N:18]=3)[CH2:22][CH2:21]2)=[CH:28][CH:27]=1. The catalyst is CO. (3) The reactants are [Cl:1][C:2]1[CH:3]=[C:4]([CH:9]2[C:14]3[CH:15]=[CH:16][S:17][C:13]=3[C:12](=O)[CH2:11][CH2:10]2)[CH:5]=[CH:6][C:7]=1[Cl:8].O1CCCC1.C([O-])(=O)C.[Na+].Cl.[NH2:30][OH:31]. The catalyst is C(O)C. The product is [Cl:1][C:2]1[CH:3]=[C:4]([CH:9]2[C:14]3[CH:15]=[CH:16][S:17][C:13]=3[C:12](=[N:30][OH:31])[CH2:11][CH2:10]2)[CH:5]=[CH:6][C:7]=1[Cl:8]. The yield is 0.940.